Dataset: Rat liver microsome stability data. Task: Regression/Classification. Given a drug SMILES string, predict its absorption, distribution, metabolism, or excretion properties. Task type varies by dataset: regression for continuous measurements (e.g., permeability, clearance, half-life) or binary classification for categorical outcomes (e.g., BBB penetration, CYP inhibition). Dataset: rlm. (1) The drug is CCn1c(=O)cc(N2CCC[C@@H](N)C2)n(Cc2ccccc2C#N)c1=O. The result is 0 (unstable in rat liver microsomes). (2) The compound is O=C(O)[C@H]1CC[C@H](C(=O)N2CC[C@@]3(S(=O)(=O)c4ccc(F)cc4)c4ccc(C(F)(C(F)(F)F)C(F)(F)F)cc4OC[C@@H]23)CC1. The result is 0 (unstable in rat liver microsomes). (3) The molecule is O=C(O)C=Cc1ccc(NC(=O)C2(NC(=O)c3ccc4c(c3)nc(-c3ccccn3)n4C3CCCCC3)CCCC2)cc1. The result is 1 (stable in rat liver microsomes).